From a dataset of Reaction yield outcomes from USPTO patents with 853,638 reactions. Predict the reaction yield, written as a fraction of the theoretical maximum amount of product (1.0 means a 100% yield; for example, 0.34 means a 34% yield). (1) The reactants are O=[C:2]1[C:10]2[C:5](=[CH:6][C:7]([C:11]([OH:13])=[O:12])=[CH:8][CH:9]=2)[C:4](=[O:14])[O:3]1.Cl.[NH2:16][CH:17]1[CH2:22][CH2:21][C:20](=[O:23])[NH:19][C:18]1=[O:24].C(O)(=O)C. The catalyst is CN(C=O)C. The product is [O:24]=[C:18]1[CH:17]([N:16]2[C:4](=[O:14])[C:5]3[C:10](=[CH:9][CH:8]=[C:7]([C:11]([OH:13])=[O:12])[CH:6]=3)[C:2]2=[O:3])[CH2:22][CH2:21][C:20](=[O:23])[NH:19]1. The yield is 0.280. (2) The catalyst is C(O)C.C(Cl)Cl. The yield is 0.800. The reactants are [C:1]1(=O)[C:9]2C(=CC=[CH:7][CH:8]=2)C(=O)[NH:2]1.[OH2:12].NN.[CH3:27][C:26]([O:25][C:23](O[C:23]([O:25][C:26]([CH3:29])([CH3:28])[CH3:27])=[O:24])=[O:24])([CH3:29])[CH3:28].[CH3:30][CH2:31][O:32][C:33]([CH3:35])=O. The product is [CH3:30][C:31]1[O:32][C:33]([CH3:35])=[CH:7][C:8](=[O:12])[C:9]=1[CH2:1][NH:2][C:23](=[O:24])[O:25][C:26]([CH3:27])([CH3:28])[CH3:29]. (3) The reactants are [CH:1]1([C:4]([N:6]2[CH2:11][CH2:10][N:9]([C:12]([C:14]3[CH:15]=[C:16]([CH:31]=[CH:32][CH:33]=3)[C:17]([NH:19][C:20]3[C:21](O)=[C:22]([CH:27]=[CH:28][CH:29]=3)[C:23]([O:25][CH3:26])=[O:24])=[O:18])=[O:13])[CH2:8][CH2:7]2)=[O:5])[CH2:3][CH2:2]1.O.CC1C=CC(S(O)(=O)=O)=CC=1. The catalyst is C1(C)C=CC=CC=1. The product is [CH:1]1([C:4]([N:6]2[CH2:11][CH2:10][N:9]([C:12]([C:14]3[CH:15]=[C:16]([C:17]4[O:18][C:21]5[C:22]([C:23]([O:25][CH3:26])=[O:24])=[CH:27][CH:28]=[CH:29][C:20]=5[N:19]=4)[CH:31]=[CH:32][CH:33]=3)=[O:13])[CH2:8][CH2:7]2)=[O:5])[CH2:3][CH2:2]1. The yield is 0.850. (4) The reactants are [H-].[Na+].[C:3]([O:7][C:8]([N:10]1[CH2:24][C@@H:23]([CH3:25])[N:13]2[C:14]3[CH:15]=[C:16]([CH2:21][OH:22])[CH:17]=[CH:18][C:19]=3[CH2:20][C@@H:12]2[CH2:11]1)=[O:9])([CH3:6])([CH3:5])[CH3:4].I[CH3:27]. The catalyst is CN(C)C=O. The product is [C:3]([O:7][C:8]([N:10]1[CH2:24][C@@H:23]([CH3:25])[N:13]2[C:14]3[CH:15]=[C:16]([CH2:21][O:22][CH3:27])[CH:17]=[CH:18][C:19]=3[CH2:20][C@@H:12]2[CH2:11]1)=[O:9])([CH3:6])([CH3:4])[CH3:5]. The yield is 0.520. (5) The product is [F:72][C:56]1[C:55]([C:9]2[NH:17][C:16]3[CH2:15][CH2:14][NH:13][C:12](=[O:18])[C:11]=3[CH:10]=2)=[C:64]2[C:59](=[CH:58][CH:57]=1)[N:60]=[C:61]([CH3:71])[C:62]([NH:65][C:66]([CH3:70])([CH3:69])[CH2:67][OH:68])=[N:63]2. The reactants are CC1(C)C(C)(C)OB([C:9]2[NH:17][C:16]3[CH2:15][CH2:14][NH:13][C:12](=[O:18])[C:11]=3[CH:10]=2)O1.CC(C1C=C(C(C)C)C(C2C=CC=CC=2P(C2CCCCC2)C2CCCCC2)=C(C(C)C)C=1)C.Br[C:55]1[C:56]([F:72])=[CH:57][CH:58]=[C:59]2[C:64]=1[N:63]=[C:62]([NH:65][C:66]([CH3:70])([CH3:69])[CH2:67][OH:68])[C:61]([CH3:71])=[N:60]2. The catalyst is O1CCOCC1.O.C1C=CC(/C=C/C(/C=C/C2C=CC=CC=2)=O)=CC=1.C1C=CC(/C=C/C(/C=C/C2C=CC=CC=2)=O)=CC=1.C1C=CC(/C=C/C(/C=C/C2C=CC=CC=2)=O)=CC=1.[Pd].[Pd]. The yield is 0.630.